The task is: Predict which catalyst facilitates the given reaction.. This data is from Catalyst prediction with 721,799 reactions and 888 catalyst types from USPTO. (1) Reactant: [C:1]([C:5]1[CH:6]=[C:7]([Mg]Br)[CH:8]=[C:9]([C:11]([CH3:14])([CH3:13])[CH3:12])[CH:10]=1)([CH3:4])([CH3:3])[CH3:2].CO[CH:19]1[C:27]2[C:22](=[C:23](Br)[CH:24]=[C:25]([CH2:28][C:29]([CH3:32])([CH3:31])[CH3:30])[CH:26]=2)[CH2:21][CH:20]1[CH3:34].O.[CH3:36]C1C=CC(S(O)(=O)=O)=CC=1. Product: [CH3:34][C:20]1[CH:21]([CH3:36])[C:22]2[C:27]([CH:19]=1)=[CH:26][C:25]([CH2:28][C:29]([CH3:32])([CH3:31])[CH3:30])=[CH:24][C:23]=2[C:7]1[CH:6]=[C:5]([C:1]([CH3:4])([CH3:3])[CH3:2])[CH:10]=[C:9]([C:11]([CH3:14])([CH3:13])[CH3:12])[CH:8]=1. The catalyst class is: 182. (2) Reactant: [C:1]1([CH2:7][C:8](=[O:10])[CH3:9])[CH:6]=[CH:5][CH:4]=[CH:3][CH:2]=1.[CH3:11][N:12]([CH:14](OC)OC)[CH3:13]. The catalyst class is: 3. Product: [CH3:11][N:12]([CH3:14])/[CH:13]=[C:7](\[C:1]1[CH:6]=[CH:5][CH:4]=[CH:3][CH:2]=1)/[C:8](=[O:10])[CH3:9]. (3) Reactant: [Cl:1][C:2]1[CH:3]=[C:4]([CH:17]=[CH:18][C:19]=1[Cl:20])[CH2:5][NH:6][C:7]([NH:9][C:10]1[S:11][CH:12]=[C:13]([CH2:15]I)[N:14]=1)=[O:8].[CH:21]([NH2:24])([CH3:23])[CH3:22]. Product: [Cl:1][C:2]1[CH:3]=[C:4]([CH:17]=[CH:18][C:19]=1[Cl:20])[CH2:5][NH:6][C:7]([NH:9][C:10]1[S:11][CH:12]=[C:13]([CH2:15][NH:24][CH:21]([CH3:23])[CH3:22])[N:14]=1)=[O:8]. The catalyst class is: 7. (4) Reactant: Cl.[CH2:2]([N:4]=C=NCCCN(C)C)[CH3:3].C(N(CC)CC)C.[CH:20]([C:22]1[NH:26][C:25]([CH3:27])=[C:24]([C:28]([OH:30])=O)[C:23]=1[CH3:31])=[O:21].O[N:33]1[C:37]2[CH:38]=[CH:39][CH:40]=[CH:41][C:36]=2[N:35]=N1.[OH2:42]. Product: [NH:33]1[CH2:37][CH2:38][CH2:39][CH2:40][CH:41]1[CH2:36][NH:35][C:3](=[O:42])[CH2:2][NH:4][C:28]([C:24]1[C:23]([CH3:31])=[C:22]([CH:20]=[O:21])[NH:26][C:25]=1[CH3:27])=[O:30]. The catalyst class is: 3. (5) Reactant: [CH3:1][O:2][C:3](=[O:25])[C:4]1[CH:9]=[CH:8][C:7]([CH2:10][N:11]2[C:20](=[O:21])[C:19]3[C:14](=[CH:15][CH:16]=[C:17](I)[CH:18]=3)[N:13]([CH3:23])[C:12]2=[O:24])=[CH:6][CH:5]=1.C(N(C(C)C)CC)(C)C.[C:35]1([CH2:41][C:42]#[CH:43])[CH:40]=[CH:39][CH:38]=[CH:37][CH:36]=1.O. Product: [CH3:23][N:13]1[C:14]2[C:19](=[CH:18][C:17]([C:43]#[C:42][CH2:41][C:35]3[CH:40]=[CH:39][CH:38]=[CH:37][CH:36]=3)=[CH:16][CH:15]=2)[C:20](=[O:21])[N:11]([CH2:10][C:7]2[CH:8]=[CH:9][C:4]([C:3]([O:2][CH3:1])=[O:25])=[CH:5][CH:6]=2)[C:12]1=[O:24]. The catalyst class is: 122. (6) Reactant: [F:1][C:2]1[C:7]2[N:8]3[C:25]([C:26]#[N:27])=[CH:24][CH:23]=[C:9]3[C:10]3([CH2:16][CH2:15][N:14](C(=O)C(F)(F)F)[CH2:13][CH2:12]3)[O:11][C:6]=2[CH:5]=[CH:4][CH:3]=1.C([O-])([O-])=O.[K+].[K+].O. Product: [F:1][C:2]1[C:7]2[N:8]3[C:25]([C:26]#[N:27])=[CH:24][CH:23]=[C:9]3[C:10]3([CH2:16][CH2:15][NH:14][CH2:13][CH2:12]3)[O:11][C:6]=2[CH:5]=[CH:4][CH:3]=1. The catalyst class is: 5. (7) Reactant: [NH2:1][C:2]1[N:7]=[CH:6][C:5]([C:8]([N:10]2[C@@H:15]([CH3:16])[CH2:14][O:13][CH2:12][C@H:11]2[CH3:17])=[O:9])=[CH:4][CH:3]=1.Br[C:19]1[C:20](=[O:27])[N:21]([CH3:26])[N:22]=[C:23]([Cl:25])[CH:24]=1.C(=O)([O-])[O-].[Cs+].[Cs+].CC1(C)C2C(=C(P(C3C=CC=CC=3)C3C=CC=CC=3)C=CC=2)OC2C(P(C3C=CC=CC=3)C3C=CC=CC=3)=CC=CC1=2. The catalyst class is: 102. Product: [Cl:25][C:23]1[CH:24]=[C:19]([NH:1][C:2]2[CH:3]=[CH:4][C:5]([C:8]([N:10]3[C@@H:15]([CH3:16])[CH2:14][O:13][CH2:12][C@H:11]3[CH3:17])=[O:9])=[CH:6][N:7]=2)[C:20](=[O:27])[N:21]([CH3:26])[N:22]=1. (8) Reactant: [Cl:1]C(OCC)=O.C(N(CC)CC)C.C(OC([NH:21][CH:22]1[CH2:24][CH:23]1[C:25]1[CH:30]=[CH:29][C:28]([NH:31][C:32](=[O:42])[CH2:33][CH2:34][CH2:35][CH2:36][CH2:37][CH2:38][C:39](O)=[O:40])=[CH:27][CH:26]=1)=O)(C)(C)C.COC([O:48][NH2:49])(C)C. Product: [ClH:1].[NH2:21][CH:22]1[CH2:24][CH:23]1[C:25]1[CH:30]=[CH:29][C:28]([NH:31][C:32](=[O:42])[CH2:33][CH2:34][CH2:35][CH2:36][CH2:37][CH2:38][C:39]([NH:49][OH:48])=[O:40])=[CH:27][CH:26]=1. The catalyst class is: 7. (9) Reactant: [C:1]([C:3]1([C:6]2[CH:7]=[C:8]([CH:30]=[CH:31][CH:32]=2)[C:9]([NH:11][C:12]2[CH:17]=[CH:16][C:15]([O:18][CH3:19])=[C:14]([O:20][C:21]3[CH:26]=[CH:25][C:24]([N+:27]([O-])=O)=[CH:23][CH:22]=3)[CH:13]=2)=[O:10])[CH2:5][CH2:4]1)#[N:2].[Cl-].[Ca+2].[Cl-].O.[OH-].[Na+]. Product: [NH2:27][C:24]1[CH:23]=[CH:22][C:21]([O:20][C:14]2[CH:13]=[C:12]([NH:11][C:9](=[O:10])[C:8]3[CH:30]=[CH:31][CH:32]=[C:6]([C:3]4([C:1]#[N:2])[CH2:5][CH2:4]4)[CH:7]=3)[CH:17]=[CH:16][C:15]=2[O:18][CH3:19])=[CH:26][CH:25]=1. The catalyst class is: 162. (10) Reactant: [NH2:1][C:2]1[C:10]([O:11][CH3:12])=[CH:9][CH:8]=[CH:7][C:3]=1[C:4]([NH2:6])=[O:5].[OH:13][CH2:14][CH2:15][O:16][C:17]1[C:24]([CH3:25])=[CH:23][C:20]([CH:21]=O)=[CH:19][C:18]=1[CH3:26].OS([O-])=O.[Na+].CC1C=CC(S(O)(=O)=O)=CC=1. Product: [OH:13][CH2:14][CH2:15][O:16][C:17]1[C:24]([CH3:25])=[CH:23][C:20]([C:21]2[NH:6][C:4](=[O:5])[C:3]3[C:2](=[C:10]([O:11][CH3:12])[CH:9]=[CH:8][CH:7]=3)[N:1]=2)=[CH:19][C:18]=1[CH3:26]. The catalyst class is: 80.